This data is from Full USPTO retrosynthesis dataset with 1.9M reactions from patents (1976-2016). The task is: Predict the reactants needed to synthesize the given product. (1) Given the product [CH:10]([C:6]1[CH:5]=[C:4]([CH:1]([CH3:3])[CH3:2])[CH:9]=[CH:8][C:7]=1[S:19]([C:13]1[CH:18]=[CH:17][CH:16]=[CH:15][CH:14]=1)(=[O:21])=[O:20])([CH3:12])[CH3:11], predict the reactants needed to synthesize it. The reactants are: [CH:1]([C:4]1[CH:9]=[CH:8][CH:7]=[C:6]([CH:10]([CH3:12])[CH3:11])[CH:5]=1)([CH3:3])[CH3:2].[C:13]1([S:19](Cl)(=[O:21])=[O:20])[CH:18]=[CH:17][CH:16]=[CH:15][CH:14]=1.[Cl-].[Al+3].[Cl-].[Cl-]. (2) Given the product [Br:1][C:2]1[C:7]([Br:8])=[CH:6][C:5]2[N:9]([CH2:11][CH:13]3[CH2:18][CH2:17][N:16]([C:19]([O:21][C:22]([CH3:23])([CH3:25])[CH3:24])=[O:20])[CH2:15][CH2:14]3)[C:11]([CH:13]3[CH2:18][CH2:17][N:16]([C:19]([O:21][C:22]([CH3:25])([CH3:24])[CH3:23])=[O:20])[CH2:15][CH2:14]3)=[N:10][C:4]=2[CH:3]=1, predict the reactants needed to synthesize it. The reactants are: [Br:1][C:2]1[CH:3]=[C:4]([NH2:10])[C:5]([NH2:9])=[CH:6][C:7]=1[Br:8].[CH:11]([CH:13]1[CH2:18][CH2:17][N:16]([C:19]([O:21][C:22]([CH3:25])([CH3:24])[CH3:23])=[O:20])[CH2:15][CH2:14]1)=O. (3) Given the product [N:19]([CH2:2][C:3]([C:5]1[C:14]([O:15][CH3:16])=[CH:13][C:8]([C:9]([O:11][CH3:12])=[O:10])=[CH:7][C:6]=1[O:17][CH3:18])=[O:4])=[N+:20]=[N-:21], predict the reactants needed to synthesize it. The reactants are: Br[CH2:2][C:3]([C:5]1[C:14]([O:15][CH3:16])=[CH:13][C:8]([C:9]([O:11][CH3:12])=[O:10])=[CH:7][C:6]=1[O:17][CH3:18])=[O:4].[N-:19]=[N+:20]=[N-:21].[Na+].O. (4) Given the product [CH:27]([N:30]1[CH2:35][CH2:34][N:33]([C:1]([O:2][CH:3]2[CH2:4][N:5]([C:7]3[CH:12]=[CH:11][C:10]([C:13](=[O:15])[NH2:14])=[CH:9][N:8]=3)[CH2:6]2)=[O:26])[CH2:32][CH2:31]1)([CH3:29])[CH3:28], predict the reactants needed to synthesize it. The reactants are: [C:1](=[O:26])(OC1C=CC([N+]([O-])=O)=CC=1)[O:2][CH:3]1[CH2:6][N:5]([C:7]2[CH:12]=[CH:11][C:10]([C:13](=[O:15])[NH2:14])=[CH:9][N:8]=2)[CH2:4]1.[CH:27]([N:30]1[CH2:35][CH2:34][NH:33][CH2:32][CH2:31]1)([CH3:29])[CH3:28]. (5) Given the product [C:1]([O:5][C:6]([N:8]1[C@H:12]([CH2:13][F:14])[C@@H:11]([C:15]2[CH:20]=[CH:19][C:18]([C:21]3[CH:26]=[CH:25][C:24]([C:27]([OH:34])=[O:31])=[N:23][CH:22]=3)=[CH:17][CH:16]=2)[O:10][C:9]1([CH3:30])[CH3:29])=[O:7])([CH3:4])([CH3:2])[CH3:3], predict the reactants needed to synthesize it. The reactants are: [C:1]([O:5][C:6]([N:8]1[C@H:12]([CH2:13][F:14])[C@@H:11]([C:15]2[CH:20]=[CH:19][C:18]([C:21]3[CH:22]=[N:23][C:24]([C:27]#N)=[CH:25][CH:26]=3)=[CH:17][CH:16]=2)[O:10][C:9]1([CH3:30])[CH3:29])=[O:7])([CH3:4])([CH3:3])[CH3:2].[OH-:31].[K+].C[OH:34]. (6) Given the product [F:19][C:16]([F:17])([F:18])[C:15]([OH:20])([CH2:21][C:22]1[NH:30][C:25]2=[CH:26][N:27]=[CH:28][CH:29]=[C:24]2[CH:23]=1)[CH2:14][C:13]([C:9]1[CH:8]=[C:7]([CH:12]=[CH:11][CH:10]=1)[CH:2]=[O:1])([CH3:31])[CH3:32], predict the reactants needed to synthesize it. The reactants are: [O:1]1CCCO[CH:2]1[C:7]1[CH:8]=[C:9]([C:13]([CH3:32])([CH3:31])[CH2:14][C:15]([CH2:21][C:22]2[NH:30][C:25]3=[CH:26][N:27]=[CH:28][CH:29]=[C:24]3[CH:23]=2)([OH:20])[C:16]([F:19])([F:18])[F:17])[CH:10]=[CH:11][CH:12]=1.C(O)C.C1(C)C=CC(S(O)(=O)=O)=CC=1.[NH+]1C=CC=CC=1. (7) Given the product [CH3:1][O:2][C:3]1[CH:4]=[C:5]([NH:17][C:18]2[C:27]3[C:22](=[CH:23][CH:24]=[CH:25][C:26]=3[O:28][C@H:29]([CH3:45])[C:30](=[O:31])[N:32]3[CH2:33][CH2:34][NH:35][CH2:36][CH2:37]3)[N:21]=[CH:20][N:19]=2)[CH:6]=[CH:7][C:8]=1[O:9][C:10]1[CH:11]=[N:12][C:13]([CH3:16])=[CH:14][CH:15]=1, predict the reactants needed to synthesize it. The reactants are: [CH3:1][O:2][C:3]1[CH:4]=[C:5]([NH:17][C:18]2[C:27]3[C:22](=[CH:23][CH:24]=[CH:25][C:26]=3[O:28][C@H:29]([CH3:45])[C:30]([N:32]3[CH2:37][CH2:36][N:35](C(OC(C)(C)C)=O)[CH2:34][CH2:33]3)=[O:31])[N:21]=[CH:20][N:19]=2)[CH:6]=[CH:7][C:8]=1[O:9][C:10]1[CH:11]=[N:12][C:13]([CH3:16])=[CH:14][CH:15]=1.CCOCC. (8) Given the product [Cl:1][C:2]1[CH:9]=[CH:8][C:5]([CH:6]2[C:19]([C:20]([O:22][CH2:23][CH3:24])=[O:21])=[C:18]([C:17]([F:16])([F:26])[F:27])[NH:10][C:11]3=[N:12][NH:13][CH:14]=[C:15]23)=[CH:4][CH:3]=1, predict the reactants needed to synthesize it. The reactants are: [Cl:1][C:2]1[CH:9]=[CH:8][C:5]([CH:6]=O)=[CH:4][CH:3]=1.[NH2:10][C:11]1[CH:15]=[CH:14][NH:13][N:12]=1.[F:16][C:17]([F:27])([F:26])[C:18](=O)[CH2:19][C:20]([O:22][CH2:23][CH3:24])=[O:21]. (9) Given the product [CH:1]1([C:4]([N:6]2[CH2:10][CH2:9][C@@H:8]([CH2:11][C:12]([NH:18][NH2:19])=[O:14])[CH2:7]2)=[O:5])[CH2:3][CH2:2]1, predict the reactants needed to synthesize it. The reactants are: [CH:1]1([C:4]([N:6]2[CH2:10][CH2:9][C@@H:8]([CH2:11][C:12]([O:14]CC)=O)[CH2:7]2)=[O:5])[CH2:3][CH2:2]1.O.[NH2:18][NH2:19]. (10) Given the product [CH3:36][O:37][C:38]1[CH:39]=[C:40]([C:2]2[C:3]3[O:12][C:11]([CH2:13][N:14]4[CH2:19][CH2:18][N:17]([S:20]([CH3:23])(=[O:22])=[O:21])[CH2:16][CH2:15]4)=[CH:10][C:4]=3[C:5](=[O:9])[N:6]([CH3:8])[CH:7]=2)[CH:41]=[CH:42][C:43]=1[O:44][CH3:45], predict the reactants needed to synthesize it. The reactants are: Br[C:2]1[C:3]2[O:12][C:11]([CH2:13][N:14]3[CH2:19][CH2:18][N:17]([S:20]([CH3:23])(=[O:22])=[O:21])[CH2:16][CH2:15]3)=[CH:10][C:4]=2[C:5](=[O:9])[N:6]([CH3:8])[CH:7]=1.IC1C(=O)N(C)C=C(I)C=1OC.[CH3:36][O:37][C:38]1[CH:39]=[C:40](B(O)O)[CH:41]=[CH:42][C:43]=1[O:44][CH3:45].C(=O)([O-])[O-].[K+].[K+].